This data is from Full USPTO retrosynthesis dataset with 1.9M reactions from patents (1976-2016). The task is: Predict the reactants needed to synthesize the given product. (1) Given the product [CH3:9][C:8]1[N:4]2[C:5]([C:10](=[O:11])[NH:12][CH:1]=[N:3]2)=[CH:6][CH:7]=1, predict the reactants needed to synthesize it. The reactants are: [CH:1]([NH:3][N:4]1[C:8]([CH3:9])=[CH:7][CH:6]=[C:5]1[C:10]([NH2:12])=[O:11])=O.C[O-].[Na+]. (2) Given the product [Cl:16][C:11]1[CH:12]=[CH:13][CH:14]=[CH:15][C:10]=1[C:3]1[C:4]([O:8][CH3:9])=[CH:5][CH:6]=[CH:7][C:2]=1[F:17], predict the reactants needed to synthesize it. The reactants are: Cl[C:2]1[CH:7]=[CH:6][CH:5]=[C:4]([O:8][CH3:9])[C:3]=1[C:10]1[CH:15]=[CH:14][CH:13]=[CH:12][C:11]=1[Cl:16].[F:17]C1C=CC=C(OC)C=1B(O)O.ClC1C=CC=CC=1Br. (3) Given the product [Cl:24][CH2:25][C:26]([NH:18][NH:17][C:15]([C:14]1[C:9]([NH:8][C:5]2[CH:6]=[CH:7][C:2]([Br:1])=[CH:3][C:4]=2[F:23])=[C:10]([Cl:22])[C:11]2[N:12]([CH:19]=[CH:20][N:21]=2)[CH:13]=1)=[O:16])=[O:27], predict the reactants needed to synthesize it. The reactants are: [Br:1][C:2]1[CH:7]=[CH:6][C:5]([NH:8][C:9]2[C:14]([C:15]([NH:17][NH2:18])=[O:16])=[CH:13][N:12]3[CH:19]=[CH:20][N:21]=[C:11]3[C:10]=2[Cl:22])=[C:4]([F:23])[CH:3]=1.[Cl:24][CH2:25][C:26](Cl)=[O:27].